Dataset: Full USPTO retrosynthesis dataset with 1.9M reactions from patents (1976-2016). Task: Predict the reactants needed to synthesize the given product. (1) Given the product [Br:1][C:2]1[CH:7]=[C:6]([NH:20][C@@H:21]2[CH2:26][CH2:25][CH2:24][CH2:23][C@@H:22]2[NH:27][C:28](=[O:34])[O:29][C:30]([CH3:32])([CH3:31])[CH3:33])[CH:5]=[N:4][C:3]=1[C:9]#[N:10], predict the reactants needed to synthesize it. The reactants are: [Br:1][C:2]1[C:3]([C:9]#[N:10])=[N:4][CH:5]=[C:6](F)[CH:7]=1.CCN(C(C)C)C(C)C.[NH2:20][C@@H:21]1[CH2:26][CH2:25][CH2:24][CH2:23][C@@H:22]1[NH:27][C:28](=[O:34])[O:29][C:30]([CH3:33])([CH3:32])[CH3:31]. (2) Given the product [N:7]1[C:8]2[C:13](=[CH:12][CH:11]=[CH:10][CH:9]=2)[CH:14]=[C:5]([CH2:4][CH:3]=[O:2])[CH:6]=1, predict the reactants needed to synthesize it. The reactants are: C[O:2]/[CH:3]=[CH:4]/[C:5]1[CH:6]=[N:7][C:8]2[C:13]([CH:14]=1)=[CH:12][CH:11]=[CH:10][CH:9]=2.C([O-])(O)=O.[Na+]. (3) Given the product [NH2:1][C:2]1[CH:3]=[C:4]([C:16]2[CH:17]=[CH:12][CH:13]=[C:14]([C:18]3[N:23]4[N:24]=[CH:25][C:26]([C:27]([C:29]5[S:30][CH:31]=[CH:32][CH:33]=5)=[O:28])=[C:22]4[N:21]=[CH:20][CH:19]=3)[CH:15]=2)[CH:5]=[CH:6][CH:7]=1, predict the reactants needed to synthesize it. The reactants are: [NH2:1][C:2]1[CH:3]=[C:4](B(O)O)[CH:5]=[CH:6][CH:7]=1.Br[C:12]1[CH:13]=[C:14]([C:18]2[N:23]3[N:24]=[CH:25][C:26]([C:27]([C:29]4[S:30][CH:31]=[CH:32][CH:33]=4)=[O:28])=[C:22]3[N:21]=[CH:20][CH:19]=2)[CH:15]=[CH:16][CH:17]=1.